From a dataset of Full USPTO retrosynthesis dataset with 1.9M reactions from patents (1976-2016). Predict the reactants needed to synthesize the given product. (1) Given the product [C:27]([O:26][C:24]([N:21]1[CH2:20][CH2:19][N:18]([C:15]2[CH:14]=[CH:13][C:12]([C:7]3[N:6]=[C:5]4[N:4]([C:31]5[CH:36]=[CH:35][CH:34]=[CH:33][CH:32]=5)[N:3]=[C:2]([CH3:1])[C:10]4=[C:9]([O:11][CH3:37])[CH:8]=3)=[CH:17][CH:16]=2)[CH2:23][CH2:22]1)=[O:25])([CH3:30])([CH3:28])[CH3:29], predict the reactants needed to synthesize it. The reactants are: [CH3:1][C:2]1[C:10]2[C:9](=[O:11])[CH:8]=[C:7]([C:12]3[CH:17]=[CH:16][C:15]([N:18]4[CH2:23][CH2:22][N:21]([C:24]([O:26][C:27]([CH3:30])([CH3:29])[CH3:28])=[O:25])[CH2:20][CH2:19]4)=[CH:14][CH:13]=3)[NH:6][C:5]=2[N:4]([C:31]2[CH:36]=[CH:35][CH:34]=[CH:33][CH:32]=2)[N:3]=1.[CH:37]1C=CC(P(C2C=CC=CC=2)C2C=CC=CC=2)=CC=1.CO.CCOC(/N=N/C(OCC)=O)=O. (2) Given the product [N:24]1([C:14]([C:11]2[CH:10]=[CH:9][C:8]([Br:7])=[CH:13][N:12]=2)=[O:16])[CH2:27][CH2:26][CH2:25]1, predict the reactants needed to synthesize it. The reactants are: C(Cl)(=O)C(Cl)=O.[Br:7][C:8]1[CH:9]=[CH:10][C:11]([C:14]([OH:16])=O)=[N:12][CH:13]=1.O1CCOCC1.Cl.[NH:24]1[CH2:27][CH2:26][CH2:25]1.C(N(CC)CC)C. (3) Given the product [CH:1]([C:3]1[CH:4]=[C:5]2[C:9](=[CH:10][CH:11]=1)[CH:8]([NH:12][C:13](=[O:16])[CH2:14][CH3:15])[CH2:7][CH2:6]2)=[O:18], predict the reactants needed to synthesize it. The reactants are: [C:1]([C:3]1[CH:4]=[C:5]2[C:9](=[CH:10][CH:11]=1)[CH:8]([NH:12][C:13](=[O:16])[CH2:14][CH3:15])[CH2:7][CH2:6]2)#N.C(O)=[O:18]. (4) Given the product [C:9]([CH:11]([C:12]([O:14][CH2:15][CH3:16])=[O:13])[CH:19]([O-:20])[C:18]([F:25])([F:24])[F:17])#[N:10].[Na+:4], predict the reactants needed to synthesize it. The reactants are: [O-]CC.[Na+:4].[Na].CCO.[C:9]([CH2:11][C:12]([O:14][CH2:15][CH3:16])=[O:13])#[N:10].[F:17][C:18]([F:25])([F:24])[C:19](OCC)=[O:20]. (5) Given the product [CH2:1]([S:8][C:9]1[CH:15]=[CH:14][C:13]([N+:16]([O-:18])=[O:17])=[CH:12][C:10]=1[NH:11][C:20](=[O:21])[O:22][CH2:23][CH3:24])[C:2]1[CH:3]=[CH:4][CH:5]=[CH:6][CH:7]=1, predict the reactants needed to synthesize it. The reactants are: [CH2:1]([S:8][C:9]1[CH:15]=[CH:14][C:13]([N+:16]([O-:18])=[O:17])=[CH:12][C:10]=1[NH2:11])[C:2]1[CH:7]=[CH:6][CH:5]=[CH:4][CH:3]=1.Cl[C:20]([O:22][CH2:23][CH3:24])=[O:21].CCN(C(C)C)C(C)C. (6) Given the product [CH3:1][O:2][C:3]1[CH:4]=[C:5]2[C:10](=[CH:11][CH:12]=1)[CH:9]=[C:8]([O:13][C:14]1[CH:19]=[CH:18][C:17]([NH2:20])=[CH:16][CH:15]=1)[CH:7]=[CH:6]2, predict the reactants needed to synthesize it. The reactants are: [CH3:1][O:2][C:3]1[CH:4]=[C:5]2[C:10](=[CH:11][CH:12]=1)[CH:9]=[C:8]([O:13][C:14]1[CH:19]=[CH:18][C:17]([N+:20]([O-])=O)=[CH:16][CH:15]=1)[CH:7]=[CH:6]2. (7) The reactants are: [CH3:1][O:2][C:3]1[C:11]([CH2:12][CH:13]([NH:27][C:28](=[O:45])[CH2:29][CH2:30][C:31]2([CH3:44])[O:39][CH:38]3[C:33]([CH3:43])([CH:34]4[CH2:40][CH:36]([CH2:37]3)[C:35]4([CH3:42])[CH3:41])[O:32]2)[B:14]2[O:22][CH:21]3[C:16]([CH3:26])([CH:17]4[CH2:23][CH:19]([CH2:20]3)[C:18]4([CH3:25])[CH3:24])[O:15]2)=[CH:10][CH:9]=[CH:8][C:4]=1[C:5]([OH:7])=[O:6].Cl[CH2:47][O:48][C:49](=[O:57])[C:50]1[CH:55]=[CH:54][C:53]([F:56])=[CH:52][CH:51]=1. Given the product [F:56][C:53]1[CH:52]=[CH:51][C:50]([C:49]([O:48][CH2:47][O:6][C:5](=[O:7])[C:4]2[CH:8]=[CH:9][CH:10]=[C:11]([CH2:12][CH:13]([NH:27][C:28](=[O:45])[CH2:29][CH2:30][C:31]3([CH3:44])[O:39][CH:38]4[C:33]([CH3:43])([CH:34]5[CH2:40][CH:36]([CH2:37]4)[C:35]5([CH3:42])[CH3:41])[O:32]3)[B:14]3[O:22][CH:21]4[C:16]([CH3:26])([CH:17]5[CH2:23][CH:19]([CH2:20]4)[C:18]5([CH3:25])[CH3:24])[O:15]3)[C:3]=2[O:2][CH3:1])=[O:57])=[CH:55][CH:54]=1, predict the reactants needed to synthesize it. (8) The reactants are: [CH:1]1([NH:4][C:5](=[O:31])[C:6]2[CH:11]=[CH:10][C:9]([C:12]3[N:16]4[CH:17]=[C:18]([C:25]5[CH:30]=[CH:29][N:28]=[CH:27][CH:26]=5)[N:19]=[C:20](S(C)(=O)=O)[C:15]4=[N:14][CH:13]=3)=[CH:8][CH:7]=2)[CH2:3][CH2:2]1.[NH2:32][CH2:33][CH2:34][CH2:35][NH:36][C:37](=[O:43])[O:38][C:39]([CH3:42])([CH3:41])[CH3:40].CCN(C(C)C)C(C)C. Given the product [CH:1]1([NH:4][C:5]([C:6]2[CH:11]=[CH:10][C:9]([C:12]3[N:16]4[CH:17]=[C:18]([C:25]5[CH:30]=[CH:29][N:28]=[CH:27][CH:26]=5)[N:19]=[C:20]([NH:32][CH2:33][CH2:34][CH2:35][NH:36][C:37](=[O:43])[O:38][C:39]([CH3:41])([CH3:40])[CH3:42])[C:15]4=[N:14][CH:13]=3)=[CH:8][CH:7]=2)=[O:31])[CH2:3][CH2:2]1, predict the reactants needed to synthesize it.